Dataset: Full USPTO retrosynthesis dataset with 1.9M reactions from patents (1976-2016). Task: Predict the reactants needed to synthesize the given product. (1) Given the product [NH2:17][C:12]1[C:11]2[C:15](=[CH:16][C:8]([C:6]3[N:7]=[C:2]([NH2:1])[N:3]=[C:4]([NH:32][CH2:31][CH2:30][C:25]4[CH:26]=[CH:27][CH:28]=[CH:29][C:24]=4[O:23][CH3:22])[CH:5]=3)=[CH:9][CH:10]=2)[NH:14][N:13]=1, predict the reactants needed to synthesize it. The reactants are: [NH2:1][C:2]1[N:7]=[C:6]([C:8]2[CH:16]=[C:15]3[C:11]([C:12]([NH2:17])=[N:13][NH:14]3)=[CH:10][CH:9]=2)[CH:5]=[C:4](S(C)(=O)=O)[N:3]=1.[CH3:22][O:23][C:24]1[CH:29]=[CH:28][CH:27]=[CH:26][C:25]=1[CH2:30][CH2:31][NH2:32].CCN(C(C)C)C(C)C. (2) The reactants are: [CH3:1][O:2][C:3](=[O:19])[CH:4]([C:9](=[O:18])[C:10]1[CH:15]=[CH:14][C:13]([Br:16])=[C:12]([CH3:17])[CH:11]=1)/[C:5](=[N:7]/C)/[CH3:6].Cl.NO. Given the product [CH3:1][O:2][C:3]([C:4]1[C:5]([CH3:6])=[N:7][O:18][C:9]=1[C:10]1[CH:15]=[CH:14][C:13]([Br:16])=[C:12]([CH3:17])[CH:11]=1)=[O:19], predict the reactants needed to synthesize it. (3) Given the product [C:18]([O:22][C:23]([N:25]1[CH2:30][CH2:29][CH:28]([C:31]2[CH:36]=[CH:35][C:34]([NH:37][C:2]3[N:17]=[C:5]4[C:6]([C:10]5[CH:15]=[CH:14][C:13]([F:16])=[CH:12][CH:11]=5)=[CH:7][CH:8]=[CH:9][N:4]4[N:3]=3)=[CH:33][CH:32]=2)[CH2:27][CH2:26]1)=[O:24])([CH3:21])([CH3:19])[CH3:20], predict the reactants needed to synthesize it. The reactants are: Cl[C:2]1[N:17]=[C:5]2[C:6]([C:10]3[CH:15]=[CH:14][C:13]([F:16])=[CH:12][CH:11]=3)=[CH:7][CH:8]=[CH:9][N:4]2[N:3]=1.[C:18]([O:22][C:23]([N:25]1[CH2:30][CH2:29][CH:28]([C:31]2[CH:36]=[CH:35][C:34]([NH2:37])=[CH:33][CH:32]=2)[CH2:27][CH2:26]1)=[O:24])([CH3:21])([CH3:20])[CH3:19]. (4) Given the product [CH2:1]([N:5]([CH2:36][C:37]1[CH:42]=[CH:41][C:40]([Cl:43])=[C:39]([Cl:44])[CH:38]=1)[C:6]([C:8]1[C:12]([Cl:13])=[C:11]([CH3:14])[N:10]([C:15]2[CH:23]=[CH:22][C:18]([C:19]([NH:46][S:45]([C:49]3[CH:58]=[C:57]4[C:52]([CH:53]=[CH:54][C:55]([C:59]([O:61][CH2:62][CH3:63])=[O:60])=[CH:56]4)=[CH:51][CH:50]=3)(=[O:47])=[O:48])=[O:20])=[CH:17][C:16]=2[C:24]([N:26]2[CH2:35][CH2:34][C:33]3[C:28](=[CH:29][CH:30]=[CH:31][CH:32]=3)[CH2:27]2)=[O:25])[N:9]=1)=[O:7])[CH2:2][CH2:3][CH3:4], predict the reactants needed to synthesize it. The reactants are: [CH2:1]([N:5]([CH2:36][C:37]1[CH:42]=[CH:41][C:40]([Cl:43])=[C:39]([Cl:44])[CH:38]=1)[C:6]([C:8]1[C:12]([Cl:13])=[C:11]([CH3:14])[N:10]([C:15]2[CH:23]=[CH:22][C:18]([C:19](O)=[O:20])=[CH:17][C:16]=2[C:24]([N:26]2[CH2:35][CH2:34][C:33]3[C:28](=[CH:29][CH:30]=[CH:31][CH:32]=3)[CH2:27]2)=[O:25])[N:9]=1)=[O:7])[CH2:2][CH2:3][CH3:4].[S:45]([C:49]1[CH:58]=[C:57]2[C:52]([CH:53]=[CH:54][C:55]([C:59]([O:61][CH2:62][CH3:63])=[O:60])=[CH:56]2)=[CH:51][CH:50]=1)(=[O:48])(=[O:47])[NH2:46]. (5) Given the product [CH2:7]([C:11]1[CH:12]=[C:13]([CH:16]=[CH:17][CH:18]=1)[CH2:14][NH2:15])[CH2:8][CH2:9][CH3:10], predict the reactants needed to synthesize it. The reactants are: [H-].[Al+3].[Li+].[H-].[H-].[H-].[CH2:7]([C:11]1[CH:12]=[C:13]([CH:16]=[CH:17][CH:18]=1)[C:14]#[N:15])[CH2:8][CH2:9][CH3:10].[OH-].[Na+]. (6) Given the product [CH2:14]([O:16][C:17]([C:18]1[CH:19]=[N:3][N:2]([C:4]2[CH:5]=[C:6]([C:7]([OH:9])=[O:8])[CH:10]=[CH:11][C:12]=2[CH3:13])[C:24]=1[NH2:25])=[O:26])[CH3:15], predict the reactants needed to synthesize it. The reactants are: Cl.[NH:2]([C:4]1[CH:5]=[C:6]([CH:10]=[CH:11][C:12]=1[CH3:13])[C:7]([OH:9])=[O:8])[NH2:3].[CH2:14]([O:16][C:17](=[O:26])[C:18]([C:24]#[N:25])=[C:19]=COCC)[CH3:15].C(N(CC)CC)C. (7) The reactants are: [Cl:1][C:2]1[C:3]([CH2:8][NH:9][C:10]([N:12]2[CH2:17][CH2:16][CH2:15][CH:14]([C:18]([O:20][CH3:21])=[O:19])[CH2:13]2)=O)=[N:4][CH:5]=[CH:6][N:7]=1.CN1C(=O)N(C)CC1.O=P(Cl)(Cl)Cl. Given the product [Cl:1][C:2]1[C:3]2[N:4]([C:10]([N:12]3[CH2:17][CH2:16][CH2:15][CH:14]([C:18]([O:20][CH3:21])=[O:19])[CH2:13]3)=[N:9][CH:8]=2)[CH:5]=[CH:6][N:7]=1, predict the reactants needed to synthesize it. (8) Given the product [CH2:1]([C@@H:3]1[CH2:7][C@H:6]2[CH2:5][C@@H:4]1[C:9](=[O:10])[O:11]2)[CH3:2], predict the reactants needed to synthesize it. The reactants are: [CH2:1]([C@@H:3]1[CH2:7][C@H:6](O)[CH2:5][C@@H:4]1[C:9]([OH:11])=[O:10])[CH3:2].C1N(P(Cl)(N2C(=O)OCC2)=O)C(=O)OC1.CCOCC.